Dataset: Reaction yield outcomes from USPTO patents with 853,638 reactions. Task: Predict the reaction yield, written as a fraction of the theoretical maximum amount of product (1.0 means a 100% yield; for example, 0.34 means a 34% yield). (1) The reactants are [NH2:1][C:2]([CH3:25])([CH3:24])[C@H:3]([NH:8][C:9](=[O:23])[C:10]1[CH:15]=[CH:14][C:13]([C:16]#[C:17][C:18]#[C:19][C@H:20]([OH:22])[CH3:21])=[CH:12][CH:11]=1)[C:4](OC)=[O:5].[NH2:26][OH:27].O. The catalyst is CC(O)C.[Cl-].[Na+].O. The product is [NH2:1][C:2]([CH3:25])([CH3:24])[C@H:3]([NH:8][C:9](=[O:23])[C:10]1[CH:15]=[CH:14][C:13]([C:16]#[C:17][C:18]#[C:19][C@H:20]([OH:22])[CH3:21])=[CH:12][CH:11]=1)[C:4]([NH:26][OH:27])=[O:5]. The yield is 0.130. (2) The reactants are F[C:2]1[CH:7]=[C:6](F)[CH:5]=[CH:4][C:3]=1[C:9]1C=C(CO)C(=O)N(CC(C)C)N=1.[F:22][C:23]1[CH:28]=[CH:27][C:26]([C:29]2[CH:30]=[C:31]([C:36]([O:38][CH3:39])=[O:37])[C:32](=[O:35])[NH:33][N:34]=2)=[CH:25][C:24]=1[CH3:40].C(Cl)C1C=CC=CC=1. No catalyst specified. The product is [CH2:9]([N:33]1[C:32](=[O:35])[C:31]([C:36]([O:38][CH3:39])=[O:37])=[CH:30][C:29]([C:26]2[CH:27]=[CH:28][C:23]([F:22])=[C:24]([CH3:40])[CH:25]=2)=[N:34]1)[C:3]1[CH:4]=[CH:5][CH:6]=[CH:7][CH:2]=1. The yield is 0.710. (3) The yield is 0.578. The product is [F:23][C:24]1[CH:29]=[CH:28][CH:27]=[CH:26][C:25]=1[S:30]([N:8]1[CH2:7][CH2:6][N:5]([C:9]([O:11][C:12]([CH3:15])([CH3:14])[CH3:13])=[O:10])[CH2:4][CH:3]1[CH2:2][OH:1])(=[O:32])=[O:31]. The catalyst is O1CCCC1. The reactants are [OH:1][CH2:2][CH:3]1[NH:8][CH2:7][CH2:6][N:5]([C:9]([O:11][C:12]([CH3:15])([CH3:14])[CH3:13])=[O:10])[CH2:4]1.C(N(CC)CC)C.[F:23][C:24]1[CH:29]=[CH:28][CH:27]=[CH:26][C:25]=1[S:30](Cl)(=[O:32])=[O:31].O. (4) The reactants are C1(P(C2C=CC=CC=2)C2C=CC=CC=2)C=CC=CC=1.Cl[C:21]1[CH:26]=[CH:25][C:24]([N+:27]([O-])=O)=[CH:23][N:22]=1.C([Sn](CCCC)(CCCC)[CH:35]=[CH:36][C:37]1[CH:42]=[CH:41][CH:40]=[CH:39][CH:38]=1)CCC. The catalyst is CN(C=O)C.C([O-])(=O)C.[Pd+2].C([O-])(=O)C. The product is [CH:35](/[C:21]1[N:22]=[CH:23][C:24]([NH2:27])=[CH:25][CH:26]=1)=[CH:36]\[C:37]1[CH:42]=[CH:41][CH:40]=[CH:39][CH:38]=1. The yield is 0.230. (5) The reactants are [C:1](Cl)(Cl)=[S:2].[NH2:5][C:6]1[C:15]2[C:10](=[CH:11][CH:12]=[CH:13][CH:14]=2)[C:9]([CH:16]2[CH2:18][CH2:17]2)=[CH:8][CH:7]=1.C(N(C(C)C)CC)(C)C.Cl. The catalyst is ClCCl. The product is [CH:16]1([C:9]2[C:10]3[C:15](=[CH:14][CH:13]=[CH:12][CH:11]=3)[C:6]([N:5]=[C:1]=[S:2])=[CH:7][CH:8]=2)[CH2:18][CH2:17]1. The yield is 0.860. (6) The reactants are [Cl:1][C:2]1[CH:3]=[N:4][CH:5]=[CH:6][C:7]=1[CH2:8][NH:9][C:10]1[N:15]=[CH:14][C:13]([CH:16]=[O:17])=[CH:12][CH:11]=1.[C:18]([O:22][C:23](O[C:23]([O:22][C:18]([CH3:21])([CH3:20])[CH3:19])=[O:24])=[O:24])([CH3:21])([CH3:20])[CH3:19].C(N(CC)CC)C. The catalyst is ClCCl.CN(C)C1C=CN=CC=1. The product is [C:18]([O:22][C:23](=[O:24])[N:9]([CH2:8][C:7]1[CH:6]=[CH:5][N:4]=[CH:3][C:2]=1[Cl:1])[C:10]1[CH:11]=[CH:12][C:13]([CH:16]=[O:17])=[CH:14][N:15]=1)([CH3:21])([CH3:20])[CH3:19]. The yield is 0.400. (7) The product is [F:36][C:35]([F:38])([F:37])[S:32]([O:1][C:2]1[C:10]2[CH:9]=[N:8][CH:7]=[N:6][C:5]=2[O:4][C:3]=1[C:11]([O:13][CH2:14][CH3:15])=[O:12])(=[O:34])=[O:33]. The catalyst is C(COC)OC. The reactants are [OH:1][C:2]1[C:10]2[CH:9]=[N:8][CH:7]=[N:6][C:5]=2[O:4][C:3]=1[C:11]([O:13][CH2:14][CH3:15])=[O:12].C(N(C(C)C)CC)(C)C.C1C=CC(N([S:32]([C:35]([F:38])([F:37])[F:36])(=[O:34])=[O:33])[S:32]([C:35]([F:38])([F:37])[F:36])(=[O:34])=[O:33])=CC=1. The yield is 0.770.